Task: Predict the reactants needed to synthesize the given product.. Dataset: Full USPTO retrosynthesis dataset with 1.9M reactions from patents (1976-2016) (1) Given the product [CH2:23]([O:22][C:11]1[N:12]=[C:13]([NH:15][CH2:16][C:17]2[O:18][CH:19]=[CH:20][CH:21]=2)[N:14]=[C:9]([NH:8][C:3]2[CH:4]=[CH:5][CH:6]=[CH:7][C:2]=2[C:27]2[CH:26]=[N:25][CH:30]=[CH:29][CH:28]=2)[N:10]=1)[CH3:24], predict the reactants needed to synthesize it. The reactants are: Br[C:2]1[CH:7]=[CH:6][CH:5]=[CH:4][C:3]=1[NH:8][C:9]1[N:14]=[C:13]([NH:15][CH2:16][C:17]2[O:18][CH:19]=[CH:20][CH:21]=2)[N:12]=[C:11]([O:22][CH2:23][CH3:24])[N:10]=1.[N:25]1[CH:30]=[CH:29][CH:28]=[C:27](B(O)O)[CH:26]=1.C([O-])([O-])=O.[Na+].[Na+].C(COC)OC. (2) Given the product [NH:16]1[C:17]2[C:22](=[CH:21][CH:20]=[CH:19][CH:18]=2)[C:14]([CH2:13][CH2:12][N:40]2[CH2:41][CH2:42][N:38]([C:36]3[S:37][C:33]([C:31]([NH:30][CH2:23][C:24]4[CH:29]=[CH:28][CH:27]=[CH:26][CH:25]=4)=[O:32])=[C:34]([CH3:44])[N:35]=3)[C:39]2=[O:43])=[CH:15]1, predict the reactants needed to synthesize it. The reactants are: ClCC1C=CC(C#N)=CC=1.Br[CH2:12][CH2:13][C:14]1[C:22]2[C:17](=[CH:18][CH:19]=[CH:20][CH:21]=2)[NH:16][CH:15]=1.[CH2:23]([NH:30][C:31]([C:33]1[S:37][C:36]([N:38]2[CH2:42][CH2:41][NH:40][C:39]2=[O:43])=[N:35][C:34]=1[CH3:44])=[O:32])[C:24]1[CH:29]=[CH:28][CH:27]=[CH:26][CH:25]=1. (3) Given the product [C:20]([O:19][C:17]([N:15]1[CH2:16][CH:13]([N:2]([CH3:1])[C@@H:3]([CH3:7])[C:4]([OH:6])=[O:5])[CH2:14]1)=[O:18])([CH3:23])([CH3:22])[CH3:21], predict the reactants needed to synthesize it. The reactants are: [CH3:1][NH:2][C@@H:3]([CH3:7])[C:4]([OH:6])=[O:5].[BH3-]C#N.[Na+].O=[C:13]1[CH2:16][N:15]([C:17]([O:19][C:20]([CH3:23])([CH3:22])[CH3:21])=[O:18])[CH2:14]1. (4) Given the product [Si:1]([O:8][CH2:9][CH2:10][N:11]1[CH:15]=[CH:14][C:13]2[CH:27]3[CH:28]([C:29](=[O:31])[NH:30][C:26]3=[O:32])[CH:17]([C:18]3[CH:23]=[CH:22][CH:21]=[CH:20][C:19]=3[O:24][CH3:25])[CH2:16][C:12]1=2)([C:4]([CH3:6])([CH3:5])[CH3:7])([CH3:2])[CH3:3], predict the reactants needed to synthesize it. The reactants are: [Si:1]([O:8][CH2:9][CH2:10][N:11]1[CH:15]=[CH:14][CH:13]=[C:12]1[CH:16]=[CH:17][C:18]1[CH:23]=[CH:22][CH:21]=[CH:20][C:19]=1[O:24][CH3:25])([C:4]([CH3:7])([CH3:6])[CH3:5])([CH3:3])[CH3:2].[C:26]1(=[O:32])[NH:30][C:29](=[O:31])[CH:28]=[CH:27]1. (5) Given the product [N:9]1[O:8][N:7]=[C:6]2[CH:10]=[C:2]([O:1][S:13]([C:12]([F:25])([F:24])[F:11])(=[O:15])=[O:14])[CH:3]=[CH:4][C:5]=12, predict the reactants needed to synthesize it. The reactants are: [OH:1][C:2]1[CH:3]=[CH:4][C:5]2[C:6]([CH:10]=1)=[N:7][O:8][N:9]=2.[F:11][C:12]([F:25])([F:24])[S:13](O[S:13]([C:12]([F:25])([F:24])[F:11])(=[O:15])=[O:14])(=[O:15])=[O:14]. (6) Given the product [CH:1]1([CH2:4][N:5]([C:6]2[C:7]([CH2:28][O:29][CH3:30])=[N:8][N:9]3[C:14]([C:15]4[C:16]([O:26][CH3:27])=[CH:17][C:18]([CH2:23][O:24][CH3:25])=[CH:19][C:20]=4[O:21][CH3:22])=[CH:13][CH:12]=[CH:11][C:10]=23)[CH2:37][CH:34]2[CH2:35][CH2:36][O:31][CH2:32][CH2:33]2)[CH2:3][CH2:2]1, predict the reactants needed to synthesize it. The reactants are: [CH:1]1([CH2:4][NH:5][C:6]2[C:7]([CH2:28][O:29][CH3:30])=[N:8][N:9]3[C:14]([C:15]4[C:20]([O:21][CH3:22])=[CH:19][C:18]([CH2:23][O:24][CH3:25])=[CH:17][C:16]=4[O:26][CH3:27])=[CH:13][CH:12]=[CH:11][C:10]=23)[CH2:3][CH2:2]1.[O:31]1[CH2:36][CH2:35][CH:34]([CH:37]=O)[CH2:33][CH2:32]1.C(O[BH-](OC(=O)C)OC(=O)C)(=O)C.[Na+].C(=O)(O)[O-].[Na+]. (7) Given the product [CH3:1][C:2]1([CH3:15])[C:11]2[C:6]3=[C:7]([N:12]([CH2:24][C:23]#[CH:22])[C:13](=[O:14])[N:5]3[CH2:4][CH2:3]1)[CH:8]=[CH:9][CH:10]=2, predict the reactants needed to synthesize it. The reactants are: [CH3:1][C:2]1([CH3:15])[C:11]2[C:6]3=[C:7]([NH:12][C:13](=[O:14])[N:5]3[CH2:4][CH2:3]1)[CH:8]=[CH:9][CH:10]=2.C(=O)([O-])[O-].[Cs+].[Cs+].[CH2:22](Br)[C:23]#[CH:24].O. (8) Given the product [O:1]([CH2:8][C:9]1[CH:10]=[CH:11][C:12]([CH2:13][NH:14][C:20](=[O:21])[C:19]2[CH:23]=[CH:24][C:25]([CH3:27])=[N:26][C:18]=2[NH2:17])=[CH:15][CH:16]=1)[C:2]1[CH:3]=[CH:4][CH:5]=[CH:6][CH:7]=1, predict the reactants needed to synthesize it. The reactants are: [O:1]([CH2:8][C:9]1[CH:16]=[CH:15][C:12]([CH2:13][NH2:14])=[CH:11][CH:10]=1)[C:2]1[CH:7]=[CH:6][CH:5]=[CH:4][CH:3]=1.[NH2:17][C:18]1[N:26]=[C:25]([CH3:27])[CH:24]=[CH:23][C:19]=1[C:20](O)=[O:21].ON1C2C=CC=CC=2N=N1.CCN=C=NCCCN(C)C. (9) Given the product [CH3:1][O:2][C:3]([C:5]1[S:9][C:8]2[CH:10]=[C:11]([O:14][C:15]3[S:28][C:29]4[CH:35]=[CH:34][CH:33]=[CH:32][C:30]=4[N:31]=3)[CH:12]=[CH:13][C:7]=2[CH:6]=1)=[O:4], predict the reactants needed to synthesize it. The reactants are: [CH3:1][O:2][C:3]([C:5]1[S:9][C:8]2[CH:10]=[C:11]([O:14][CH3:15])[CH:12]=[CH:13][C:7]=2[CH:6]=1)=[O:4].B(Br)(Br)Br.C([O-])([O-])=O.[Cs+].[Cs+].ClC1[S:28][C:29]2[CH:35]=[CH:34][CH:33]=[CH:32][C:30]=2[N:31]=1.Cl. (10) Given the product [C:1]([C:5]1[N:10]=[C:9]([C:22]2[CH:21]=[C:20]3[C:25](=[CH:24][CH:23]=2)[N:17]([CH3:16])[CH:18]=[CH:19]3)[C:8]([C:12]([O:14][CH3:15])=[O:13])=[CH:7][N:6]=1)([CH3:4])([CH3:3])[CH3:2], predict the reactants needed to synthesize it. The reactants are: [C:1]([C:5]1[N:10]=[C:9](Cl)[C:8]([C:12]([O:14][CH3:15])=[O:13])=[CH:7][N:6]=1)([CH3:4])([CH3:3])[CH3:2].[CH3:16][N:17]1[C:25]2[C:20](=[CH:21][C:22](B(O)O)=[CH:23][CH:24]=2)[CH:19]=[CH:18]1.